The task is: Predict the reaction yield, written as a fraction of the theoretical maximum amount of product (1.0 means a 100% yield; for example, 0.34 means a 34% yield).. This data is from Reaction yield outcomes from USPTO patents with 853,638 reactions. The reactants are [Cl:1][C:2]1[CH:7]=[CH:6][C:5]([S:8]([CH:11]([C:21]2[CH:26]=[C:25]([F:27])[CH:24]=[CH:23][C:22]=2[F:28])[C:12]2[N:17]=[CH:16][C:15]([C:18]([OH:20])=O)=[CH:14][CH:13]=2)(=[O:10])=[O:9])=[CH:4][CH:3]=1.O1CCCC1.[CH3:34][NH:35][CH3:36].C(N(CC)CC)C.Cl.C(N=C=NCCCN(C)C)C. The catalyst is CN(C)C1C=CN=CC=1.ClCCl.C(OCC)(=O)C.CCCCCC. The product is [Cl:1][C:2]1[CH:3]=[CH:4][C:5]([S:8]([CH:11]([C:21]2[CH:26]=[C:25]([F:27])[CH:24]=[CH:23][C:22]=2[F:28])[C:12]2[CH:13]=[CH:14][C:15]([C:18]([N:35]([CH3:36])[CH3:34])=[O:20])=[CH:16][N:17]=2)(=[O:10])=[O:9])=[CH:6][CH:7]=1. The yield is 0.900.